This data is from M1 muscarinic receptor agonist screen with 61,833 compounds. The task is: Binary Classification. Given a drug SMILES string, predict its activity (active/inactive) in a high-throughput screening assay against a specified biological target. (1) The molecule is S(=O)(=O)(N1CCN(CC1)C(=O)COc1ccc(NC(=O)c2occc2)cc1)c1ccccc1. The result is 0 (inactive). (2) The compound is S(c1n(Cc2occc2)c(=O)c2c(n1)cccc2)C(C(=O)c1ccccc1)C. The result is 0 (inactive). (3) The result is 0 (inactive). The drug is S(c1n(Cc2ccccc2)c(nn1)c1c(occ1)C)CC(=O)Nc1ccccc1. (4) The drug is O=C(Nc1c(cccc1)C(=O)N)CCc1ccccc1. The result is 0 (inactive). (5) The compound is Clc1ccc(OCCn2c3c(nc2NC(=O)c2occc2)cccc3)cc1. The result is 0 (inactive). (6) The molecule is S(c1n(c(nn1)Cn1nc(nn1)c1ccccc1)c1ccccc1)CC(=O)Nc1cc(ccc1)C. The result is 0 (inactive). (7) The molecule is O(c1cc2c(c(=O)n(cc2C(=O)NCCCOC)C)cc1OC)C. The result is 0 (inactive). (8) The drug is S(CC(=O)N1CCN(CC1)C(OCC)=O)c1oc(nn1)Cc1ccccc1. The result is 0 (inactive). (9) The molecule is S(CC(=O)Nc1c(OC)ccc(OC)c1)c1oc(nn1)CNC(=O)c1occc1. The result is 0 (inactive). (10) The molecule is S1(=O)(=O)CC(N(c2ccc(OC)cc2)C(=O)CCC)C=C1. The result is 0 (inactive).